From a dataset of Catalyst prediction with 721,799 reactions and 888 catalyst types from USPTO. Predict which catalyst facilitates the given reaction. (1) Reactant: [CH2:1]1[CH:3]([CH2:4][N:5]2[C@@H:15]3[CH2:16][C:17]4[CH:22]=[CH:21][C:20]([OH:23])=[C:19]5[O:24][CH:9]6[C:10]([CH2:12][CH2:13][C@:14]3([OH:25])[C@:8]6([C:18]=45)[CH2:7][CH2:6]2)=[O:11])[CH2:2]1.[ClH:26]. Product: [CH:22]1[C:17]2[CH2:16][C@H:15]3[N:5]([CH2:4][CH:3]4[CH2:1][CH2:2]4)[CH2:6][CH2:7][C@:8]45[C@H:9]([C:10]([CH2:12][CH2:13][C@@:14]34[OH:25])=[O:11])[O:24][C:19]([C:18]=25)=[C:20]([OH:23])[CH:21]=1.[ClH:26]. The catalyst class is: 6. (2) Reactant: C(N(CC)CC)C.[C:8]([CH:15]([CH2:31][CH2:32][NH:33][CH2:34][CH2:35][CH2:36][CH2:37][NH:38][CH2:39][CH2:40][CH2:41][NH2:42])[N:16]([C:24]([O:26][C:27]([CH3:30])([CH3:29])[CH3:28])=[O:25])[C:17]([O:19][C:20]([CH3:23])([CH3:22])[CH3:21])=[O:18])([O:10][C:11]([CH3:14])([CH3:13])[CH3:12])=[O:9].BrCC(OCC)=O.[Na+].[Cl-]. Product: [CH2:11]([O:10][C:8](=[O:9])[CH3:15])[CH3:12].[C:8]([CH:15]([CH2:31][CH2:32][NH:33][CH2:34][CH2:35][CH2:36][CH2:37][NH:38][CH2:39][CH2:40][CH2:41][NH2:42])[N:16]([C:17]([O:19][C:20]([CH3:21])([CH3:22])[CH3:23])=[O:18])[C:24]([O:26][C:27]([CH3:29])([CH3:30])[CH3:28])=[O:25])([O:10][C:11]([CH3:14])([CH3:13])[CH3:12])=[O:9]. The catalyst class is: 10. (3) Reactant: [H-].[Al+3].[Li+].[H-].[H-].[H-].[NH:7]1[C:15]2[C:10](=[CH:11][C:12]([C:16](OC)=[O:17])=[CH:13][CH:14]=2)[CH:9]=[CH:8]1. Product: [NH:7]1[C:15]2[C:10](=[CH:11][C:12]([CH2:16][OH:17])=[CH:13][CH:14]=2)[CH:9]=[CH:8]1. The catalyst class is: 1. (4) The catalyst class is: 2. Reactant: ClC1C=CC(C2CC2)=CC=1C(NC(=O)[NH:8][C:9]1[S:10][C:11]2[CH:17]=[C:16]([S:18]([CH3:21])(=[O:20])=[O:19])[CH:15]=[CH:14][C:12]=2[N:13]=1)=O.C1C=C(Cl)[CH:33]=[C:32]([C:37](OO)=O)[CH:31]=1.[C:41](=[O:44])(O)[O-:42].[Na+]. Product: [NH2:8][C:9]1[S:10][C:11]2[CH:17]=[C:16]([S:18]([CH:21]3[CH2:11][CH2:12][N:13]([C:41]([O:42][C:32]([CH3:31])([CH3:33])[CH3:37])=[O:44])[CH2:9]3)(=[O:19])=[O:20])[CH:15]=[CH:14][C:12]=2[N:13]=1. (5) Reactant: [OH:1][C:2]1[C:11]2[C:6](=[N:7][CH:8]=[CH:9][CH:10]=2)[N:5]([CH3:12])[C:4](=[O:13])[C:3]=1[C:14](=[O:29])[CH:15]=[CH:16][C:17]1[CH:22]=[CH:21][CH:20]=[C:19]([O:23][CH2:24][C:25]([O:27]C)=[O:26])[CH:18]=1.[OH-].[Na+]. Product: [OH:1][C:2]1[C:11]2[C:6](=[N:7][CH:8]=[CH:9][CH:10]=2)[N:5]([CH3:12])[C:4](=[O:13])[C:3]=1[C:14](=[O:29])[CH:15]=[CH:16][C:17]1[CH:22]=[CH:21][CH:20]=[C:19]([O:23][CH2:24][C:25]([OH:27])=[O:26])[CH:18]=1. The catalyst class is: 5. (6) Reactant: [CH3:1][O:2][C:3]1[C:8]([C:9]2[CH:14]=[CH:13][CH:12]=[CH:11][CH:10]=2)=[CH:7][C:6]([N+:15]([O-])=O)=[CH:5][N:4]=1. Product: [CH3:1][O:2][C:3]1[N:4]=[CH:5][C:6]([NH2:15])=[CH:7][C:8]=1[C:9]1[CH:10]=[CH:11][CH:12]=[CH:13][CH:14]=1. The catalyst class is: 29.